Dataset: Reaction yield outcomes from USPTO patents with 853,638 reactions. Task: Predict the reaction yield, written as a fraction of the theoretical maximum amount of product (1.0 means a 100% yield; for example, 0.34 means a 34% yield). (1) The catalyst is CN(C=O)C.O. The product is [CH3:7][S:8]([N:11]1[CH2:16][CH2:15][C:14]2[N:17]([CH2:31][CH2:32][CH2:33][OH:34])[N:18]=[C:19]([C:20]3[CH:21]=[CH:22][C:23]([C:26]([F:29])([F:27])[F:28])=[CH:24][CH:25]=3)[C:13]=2[CH2:12]1)(=[O:9])=[O:10]. The reactants are C([O-])([O-])=O.[Cs+].[Cs+].[CH3:7][S:8]([N:11]1[CH2:16][CH2:15][C:14]2[NH:17][N:18]=[C:19]([C:20]3[CH:25]=[CH:24][C:23]([C:26]([F:29])([F:28])[F:27])=[CH:22][CH:21]=3)[C:13]=2[CH2:12]1)(=[O:10])=[O:9].Br[CH2:31][CH2:32][CH2:33][OH:34].CO. The yield is 0.546. (2) The reactants are Cl[CH2:2][C:3]1[N:4]=[C:5]([CH2:8][CH3:9])[O:6][CH:7]=1.[P:10]([O:17]CC)([O:14][CH2:15][CH3:16])[O:11][CH2:12][CH3:13].C(OCC)(=O)C. The catalyst is C(OCC)(=O)C.C(O)C. The product is [CH2:8]([C:5]1[O:6][CH:7]=[C:3]([CH2:2][P:10](=[O:17])([O:14][CH2:15][CH3:16])[O:11][CH2:12][CH3:13])[N:4]=1)[CH3:9]. The yield is 0.700. (3) The reactants are [S:1]1[CH:5]=[CH:4][N:3]=[C:2]1[NH:6][C:7]1[CH:8]=[C:9]([CH:14]=[CH:15][N:16]=1)[C:10]([O:12]C)=O.[H-].[Al+3].[Li+].[H-].[H-].[H-].[OH-].[Na+].N1C=CN=C1.[Si:30](Cl)([C:33]([CH3:36])([CH3:35])[CH3:34])([CH3:32])[CH3:31]. The catalyst is O1CCCC1.CN(C)C=O.ClCCl.O. The product is [Si:30]([O:12][CH2:10][C:9]1[CH:14]=[CH:15][N:16]=[C:7]([NH:6][C:2]2[S:1][CH:5]=[CH:4][N:3]=2)[CH:8]=1)([C:33]([CH3:36])([CH3:35])[CH3:34])([CH3:32])[CH3:31]. The yield is 0.610. (4) The reactants are [CH2:1]([C@@H:5]1[NH:10][CH2:9][C@H:8]([CH2:11][CH:12]([CH3:14])[CH3:13])[NH:7][C:6]1=[O:15])[CH:2]([CH3:4])[CH3:3].[CH3:16][O:17][C:18]1[CH:23]=[CH:22][C:21]([C@@H:24]2[CH2:26][C@H:25]2[C:27](O)=[O:28])=[CH:20][CH:19]=1.C([C@@H]1N(C(=O)/C=C/C2C=CC=CC=2)C[C@H](CC(C)C)NC1=O)C(C)C. No catalyst specified. The product is [CH2:1]([C@@H:5]1[N:10]([C:27]([C@@H:25]2[CH2:26][C@H:24]2[C:21]2[CH:20]=[CH:19][C:18]([O:17][CH3:16])=[CH:23][CH:22]=2)=[O:28])[CH2:9][C@H:8]([CH2:11][CH:12]([CH3:14])[CH3:13])[NH:7][C:6]1=[O:15])[CH:2]([CH3:4])[CH3:3]. The yield is 0.640. (5) The reactants are Cl[C:2]1[CH2:6][C:5]([CH3:8])([CH3:7])[CH2:4][C:3]=1[CH:9]=O.C(N(CC)CC)C.[SH:18][CH2:19][C:20]([O:22][CH2:23][CH3:24])=[O:21]. The catalyst is ClCCl. The product is [CH3:8][C:5]1([CH3:7])[CH2:6][C:2]2[S:18][C:19]([C:20]([O:22][CH2:23][CH3:24])=[O:21])=[CH:9][C:3]=2[CH2:4]1. The yield is 0.320. (6) The reactants are [C:1]([C:4]1[S:5][CH:6]=[CH:7][C:8]=1[N:9]([C:16](=O)[CH2:17][CH2:18][C:19]1[CH:24]=[CH:23][CH:22]=[C:21]([F:25])[C:20]=1[F:26])[CH2:10][C:11]([O:13][CH2:14][CH3:15])=[O:12])(=[O:3])[NH2:2].[H-].[Na+].Cl. The catalyst is CN(C=O)C.CCOCC. The product is [F:26][C:20]1[C:21]([F:25])=[CH:22][CH:23]=[CH:24][C:19]=1[CH2:18][CH2:17][C:16]1[N:9]([CH2:10][C:11]([O:13][CH2:14][CH3:15])=[O:12])[C:8]2[CH:7]=[CH:6][S:5][C:4]=2[C:1](=[O:3])[N:2]=1. The yield is 0.780. (7) The reactants are C1[O:9][C:8]2[CH:7]=[CH:6][C:5]([C:10]([C:12]([C:14]3[CH:19]=[CH:18][C:17]4[O:20]C[O:22][C:16]=4[CH:15]=3)=[O:13])=[O:11])=[CH:4][C:3]=2[O:2]1.C(Cl)Cl.B(Br)(Br)Br. The catalyst is CO. The product is [OH:2][C:3]1[CH:4]=[C:5]([C:10]([C:12]([C:14]2[CH:19]=[CH:18][C:17]([OH:20])=[C:16]([OH:22])[CH:15]=2)=[O:13])=[O:11])[CH:6]=[CH:7][C:8]=1[OH:9]. The yield is 0.470. (8) The reactants are [Cl:1][C:2]1[CH:7]=[C:6]([C:8]2[CH:13]=[N:12][CH:11]=[C:10]([CH3:14])[N:9]=2)[CH:5]=[CH:4][C:3]=1[C:15]1[C:26](=[O:27])[N:25]([CH2:28][CH2:29][N:30]2[CH2:35][CH2:34][N:33]([CH3:36])[CH2:32][CH2:31]2)[C:18]2[N:19]=[C:20]([S:23][CH3:24])[N:21]=[CH:22][C:17]=2[CH:16]=1.C1C=C(Cl)C=C(C(OO)=[O:45])C=1. The catalyst is C(Cl)Cl. The product is [Cl:1][C:2]1[CH:7]=[C:6]([C:8]2[CH:13]=[N:12][CH:11]=[C:10]([CH3:14])[N:9]=2)[CH:5]=[CH:4][C:3]=1[C:15]1[C:26](=[O:27])[N:25]([CH2:28][CH2:29][N:30]2[CH2:31][CH2:32][N:33]([CH3:36])[CH2:34][CH2:35]2)[C:18]2[N:19]=[C:20]([S:23]([CH3:24])=[O:45])[N:21]=[CH:22][C:17]=2[CH:16]=1. The yield is 0.981. (9) The reactants are C[O:2][C:3](=[O:16])[CH:4](Br)[C:5]1[CH:10]=[CH:9][C:8]([S:11]([CH3:14])(=[O:13])=[O:12])=[CH:7][CH:6]=1.[CH:17]1([SH:22])[CH2:21][CH2:20][CH2:19][CH2:18]1.[NH2:23][C:24]1[S:25][CH:26]=[CH:27][N:28]=1. The catalyst is C1COCC1. The product is [CH:17]1([S:22][CH:4]([C:5]2[CH:10]=[CH:9][C:8]([S:11]([CH3:14])(=[O:13])=[O:12])=[CH:7][CH:6]=2)[C:3]([OH:2])=[O:16])[CH2:21][CH2:20][CH2:19][CH2:18]1.[CH:17]1([S:22][CH:4]([C:5]2[CH:6]=[CH:7][C:8]([S:11]([CH3:14])(=[O:12])=[O:13])=[CH:9][CH:10]=2)[C:3]([NH:23][C:24]2[S:25][CH:26]=[CH:27][N:28]=2)=[O:16])[CH2:21][CH2:20][CH2:19][CH2:18]1. The yield is 0.750. (10) The reactants are [CH3:1][O:2][CH2:3][C@@H:4]([N:8]1[C:14](=[O:15])[CH2:13][CH2:12][N:11]([C:16]2[CH:21]=[CH:20][CH:19]=[C:18]([C:22]([F:25])([F:24])[F:23])[CH:17]=2)[CH2:10][CH2:9]1)[CH2:5][CH:6]=O.Cl.[CH2:27]1[C:29]2([CH2:34][CH2:33][NH:32][CH2:31][C@H:30]2[OH:35])[CH2:28]1. No catalyst specified. The product is [OH:35][C@@H:30]1[CH2:31][N:32]([CH2:6][CH2:5][C@H:4]([N:8]2[C:14](=[O:15])[CH2:13][CH2:12][N:11]([C:16]3[CH:21]=[CH:20][CH:19]=[C:18]([C:22]([F:25])([F:23])[F:24])[CH:17]=3)[CH2:10][CH2:9]2)[CH2:3][O:2][CH3:1])[CH2:33][CH2:34][C:29]21[CH2:28][CH2:27]2. The yield is 0.580.